Dataset: Catalyst prediction with 721,799 reactions and 888 catalyst types from USPTO. Task: Predict which catalyst facilitates the given reaction. (1) Reactant: [NH2:1][C:2]1[CH:31]=[CH:30][CH:29]=[CH:28][C:3]=1[C:4]([NH:6][CH2:7][C:8]1[C:9]([NH:21][CH:22]2[CH2:27][CH2:26][O:25][CH2:24][CH2:23]2)=[C:10]2[CH:18]=[N:17][N:16]([CH2:19][CH3:20])[C:11]2=[N:12][C:13]=1[CH2:14][CH3:15])=[O:5].C(N(CC)CC)C.[Br:39][CH2:40][CH2:41][CH2:42][CH2:43][CH2:44][CH2:45][CH2:46][C:47](Cl)=[O:48].O. Product: [Br:39][CH2:40][CH2:41][CH2:42][CH2:43][CH2:44][CH2:45][CH2:46][C:47]([NH:1][C:2]1[CH:31]=[CH:30][CH:29]=[CH:28][C:3]=1[C:4]([NH:6][CH2:7][C:8]1[C:9]([NH:21][CH:22]2[CH2:27][CH2:26][O:25][CH2:24][CH2:23]2)=[C:10]2[CH:18]=[N:17][N:16]([CH2:19][CH3:20])[C:11]2=[N:12][C:13]=1[CH2:14][CH3:15])=[O:5])=[O:48]. The catalyst class is: 4. (2) Reactant: [N+:1]([C:4]1[CH:5]=[N:6][CH:7]=[CH:8][C:9]=1[N:10]1[CH2:15][CH2:14][CH2:13][C@H:12]([NH:16][C:17](=[O:23])[O:18][C:19]([CH3:22])([CH3:21])[CH3:20])[CH2:11]1)([O-:3])=[O:2].[H-].[Na+].I[CH3:27].[NH4+].[Cl-]. Product: [CH3:27][N:16]([C@H:12]1[CH2:13][CH2:14][CH2:15][N:10]([C:9]2[CH:8]=[CH:7][N:6]=[CH:5][C:4]=2[N+:1]([O-:3])=[O:2])[CH2:11]1)[C:17](=[O:23])[O:18][C:19]([CH3:20])([CH3:22])[CH3:21]. The catalyst class is: 3. (3) Reactant: Cl.[NH2:2][N:3]1[CH:7]=[C:6]([Br:8])[CH:5]=[C:4]1C#N.[C:11](O)(=O)C.[CH:15]([NH2:17])=[NH:16].P([O-])([O-])([O-])=O.[K+].[K+].[K+].N#N. Product: [Br:8][C:6]1[CH:5]=[C:4]2[N:3]([CH:7]=1)[N:2]=[CH:11][N:16]=[C:15]2[NH2:17]. The catalyst class is: 8. (4) Reactant: C([O:5][C:6]([CH:8]1[CH:12]([C:13]2[CH:18]=[CH:17][CH:16]=[C:15]([Cl:19])[C:14]=2[F:20])[C:11]([C:29]#[N:30])([C:21]2[CH:26]=[CH:25][C:24]([Cl:27])=[CH:23][C:22]=2[Cl:28])[CH:10]([CH2:31][C:32]([CH3:35])([CH3:34])[CH3:33])[NH:9]1)=[O:7])(C)(C)C.[F:36][C:37]([F:42])([F:41])[C:38]([OH:40])=[O:39]. Product: [F:36][C:37]([F:42])([F:41])[C:38]([OH:40])=[O:39].[Cl:19][C:15]1[C:14]([F:20])=[C:13]([CH:12]2[C:11]([C:29]#[N:30])([C:21]3[CH:26]=[CH:25][C:24]([Cl:27])=[CH:23][C:22]=3[Cl:28])[CH:10]([CH2:31][C:32]([CH3:35])([CH3:33])[CH3:34])[NH:9][CH:8]2[C:6]([OH:7])=[O:5])[CH:18]=[CH:17][CH:16]=1. The catalyst class is: 4. (5) Reactant: [CH3:1][N:2]([CH3:13])[CH:3]([C:7]1[CH:12]=[CH:11][CH:10]=[CH:9][CH:8]=1)N(C)C.C([Cl:17])(=O)C. Product: [Cl-:17].[CH:3](=[N+:2]([CH3:13])[CH3:1])[C:7]1[CH:12]=[CH:11][CH:10]=[CH:9][CH:8]=1. The catalyst class is: 27. (6) Reactant: [C:1]([SiH2:5][O:6][C:7]([CH3:17])([CH3:16])[C:8]1[O:12][C:11]([CH2:13][OH:14])=[N:10][C:9]=1[CH3:15])([CH3:4])([CH3:3])[CH3:2].C(N(CC)CC)C.[CH3:25][S:26](Cl)(=[O:28])=[O:27].O. Product: [C:1]([SiH2:5][O:6][C:7]([CH3:17])([CH3:16])[C:8]1[O:12][C:11]([CH2:13][O:14][S:26]([CH3:25])(=[O:28])=[O:27])=[N:10][C:9]=1[CH3:15])([CH3:4])([CH3:3])[CH3:2]. The catalyst class is: 22.